Dataset: Reaction yield outcomes from USPTO patents with 853,638 reactions. Task: Predict the reaction yield, written as a fraction of the theoretical maximum amount of product (1.0 means a 100% yield; for example, 0.34 means a 34% yield). (1) The reactants are [NH:1]1[C:5]2[CH:6]=[CH:7][CH:8]=[CH:9][C:4]=2[N:3]=[C:2]1[CH2:10][N:11]([CH3:22])[CH:12]1[C:21]2[N:20]=[CH:19][CH:18]=[CH:17][C:16]=2[CH2:15][CH2:14][CH2:13]1.[C:23]([C:25]1[CH:32]=[CH:31][CH:30]=[CH:29][C:26]=1[CH2:27]Br)#[N:24].CN(CC1N(CC2C=NC=CC=2)C2C=CC=CC=2N=1)C1C2N=CC=CC=2CCC1. No catalyst specified. The product is [CH3:22][N:11]([CH2:10][C:2]1[N:3]([CH2:27][C:26]2[CH:29]=[CH:30][CH:31]=[CH:32][C:25]=2[C:23]#[N:24])[C:4]2[CH:9]=[CH:8][CH:7]=[CH:6][C:5]=2[N:1]=1)[CH:12]1[C:21]2[N:20]=[CH:19][CH:18]=[CH:17][C:16]=2[CH2:15][CH2:14][CH2:13]1. The yield is 0.540. (2) The reactants are Br.[Br:2][C:3]1[CH:4]=[C:5](Br)[C:6]2[N:7]([CH:9]=[C:10]([C:12]([O:14][CH2:15][CH3:16])=[O:13])[N:11]=2)[CH:8]=1.[C:18]1(B(O)O)[CH:23]=[CH:22][CH:21]=[CH:20][CH:19]=1.[O-]P([O-])([O-])=O.[K+].[K+].[K+].C(OCC)(=O)C. The catalyst is C1(C)C=CC=CC=1.C(O)C.C1C=CC([P]([Pd]([P](C2C=CC=CC=2)(C2C=CC=CC=2)C2C=CC=CC=2)([P](C2C=CC=CC=2)(C2C=CC=CC=2)C2C=CC=CC=2)[P](C2C=CC=CC=2)(C2C=CC=CC=2)C2C=CC=CC=2)(C2C=CC=CC=2)C2C=CC=CC=2)=CC=1. The product is [Br:2][C:3]1[CH:4]=[C:5]([C:18]2[CH:23]=[CH:22][CH:21]=[CH:20][CH:19]=2)[C:6]2[N:7]([CH:9]=[C:10]([C:12]([O:14][CH2:15][CH3:16])=[O:13])[N:11]=2)[CH:8]=1. The yield is 0.580. (3) The reactants are [C:1]([NH2:4])(=[S:3])[CH3:2].Br[CH2:6][C:7]([C:9]1[CH:14]=[CH:13][CH:12]=[C:11]([O:15][CH3:16])[CH:10]=1)=O. The catalyst is O. The product is [CH3:16][O:15][C:11]1[CH:10]=[C:9]([C:7]2[N:4]=[C:1]([CH3:2])[S:3][CH:6]=2)[CH:14]=[CH:13][CH:12]=1. The yield is 0.830. (4) The reactants are [CH3:1][O:2][C:3]1[C:8]([O:9][CH3:10])=[CH:7][CH:6]=[CH:5][C:4]=1[OH:11].F[C:13]1[CH:18]=[C:17]([F:19])[CH:16]=[CH:15][C:14]=1[N+:20]([O-:22])=[O:21].[CH3:23][O:24][C:25]1[C:39]([O:40][CH3:41])=[CH:38][CH:37]=[CH:36][C:26]=1[O:27][C:28]1[CH:34]=[C:33]([F:35])[CH:32]=[CH:31][C:29]=1[NH2:30].[NH2:42][C:43]1[S:44][CH:45]=[CH:46][N:47]=1. No catalyst specified. The product is [CH3:1][O:2][C:3]1[C:8]([O:9][CH3:10])=[CH:7][CH:6]=[CH:5][C:4]=1[O:11][C:13]1[CH:18]=[C:17]([F:19])[CH:16]=[CH:15][C:14]=1[N+:20]([O-:22])=[O:21].[CH3:23][O:24][C:25]1[C:39]([O:40][CH3:41])=[CH:38][CH:37]=[CH:36][C:26]=1[O:27][C:28]1[CH:34]=[C:33]([F:35])[CH:32]=[CH:31][C:29]=1[NH:30][C:4]([NH:42][C:43]1[S:44][CH:45]=[CH:46][N:47]=1)=[O:11]. The yield is 0.600.